From a dataset of Forward reaction prediction with 1.9M reactions from USPTO patents (1976-2016). Predict the product of the given reaction. (1) Given the reactants [CH2:1]([N:8]([CH:29]1[CH2:37][C:36]2[C:31](=[CH:32][C:33]([CH2:40][CH3:41])=[C:34]([CH2:38][CH3:39])[CH:35]=2)[CH2:30]1)[CH2:9][C:10]([C:12]1[CH:17]=[CH:16][C:15]([O:18][CH2:19][C:20]2[CH:25]=[CH:24][CH:23]=[CH:22][CH:21]=2)=[C:14]([N+:26]([O-])=O)[CH:13]=1)=[O:11])[C:2]1[CH:7]=[CH:6][CH:5]=[CH:4][CH:3]=1.NC1C=C([C@@H](O)CN(CC2C=CC=CC=2)C2CC3C(=CC(CC)=C(CC)C=3)C2)C=CC=1OCC1C=CC=CC=1, predict the reaction product. The product is: [NH2:26][C:14]1[CH:13]=[C:12]([C:10](=[O:11])[CH2:9][N:8]([CH2:1][C:2]2[CH:3]=[CH:4][CH:5]=[CH:6][CH:7]=2)[CH:29]2[CH2:30][C:31]3[C:36](=[CH:35][C:34]([CH2:38][CH3:39])=[C:33]([CH2:40][CH3:41])[CH:32]=3)[CH2:37]2)[CH:17]=[CH:16][C:15]=1[O:18][CH2:19][C:20]1[CH:21]=[CH:22][CH:23]=[CH:24][CH:25]=1. (2) Given the reactants FC(F)(F)C(O)=O.[CH3:8][O:9][C:10](=[O:30])[CH2:11][C:12]1[C:21]([CH3:22])=[C:20]([CH:23]2[CH2:28][CH2:27][NH:26][CH2:25][CH2:24]2)[C:19]2[C:14](=[CH:15][CH:16]=[C:17]([F:29])[CH:18]=2)[CH:13]=1.C(N(CC)C(C)C)(C)C.[Cl:40][C:41]1[CH:46]=[CH:45][C:44]([CH2:47][S:48](Cl)(=[O:50])=[O:49])=[CH:43][CH:42]=1, predict the reaction product. The product is: [CH3:8][O:9][C:10](=[O:30])[CH2:11][C:12]1[C:21]([CH3:22])=[C:20]([CH:23]2[CH2:24][CH2:25][N:26]([S:48]([CH2:47][C:44]3[CH:45]=[CH:46][C:41]([Cl:40])=[CH:42][CH:43]=3)(=[O:49])=[O:50])[CH2:27][CH2:28]2)[C:19]2[C:14](=[CH:15][CH:16]=[C:17]([F:29])[CH:18]=2)[CH:13]=1. (3) Given the reactants [Cl:1][C:2]1[C:7]([C:8]2[C:9](=[O:22])[NH:10][C:11](=[O:21])[N:12]([CH2:14][CH2:15][CH:16](OC)[O:17]C)[CH:13]=2)=[CH:6][CH:5]=[C:4]([CH3:23])[N:3]=1, predict the reaction product. The product is: [Cl:1][C:2]1[C:7]([C:8]2[C:9](=[O:22])[NH:10][C:11](=[O:21])[N:12]([CH2:14][CH2:15][CH:16]=[O:17])[CH:13]=2)=[CH:6][CH:5]=[C:4]([CH3:23])[N:3]=1.